This data is from NCI-60 drug combinations with 297,098 pairs across 59 cell lines. The task is: Regression. Given two drug SMILES strings and cell line genomic features, predict the synergy score measuring deviation from expected non-interaction effect. (1) Drug 1: CN(C)C(=N)N=C(N)N. Drug 2: CC(C)(C#N)C1=CC=C(C=C1)N2C3=C4C=C(C=CC4=NC=C3N(C2=O)C)C5=CC6=CC=CC=C6N=C5. Cell line: OVCAR3. Synergy scores: CSS=61.5, Synergy_ZIP=7.40, Synergy_Bliss=6.54, Synergy_Loewe=-52.5, Synergy_HSA=5.66. (2) Cell line: SW-620. Drug 2: B(C(CC(C)C)NC(=O)C(CC1=CC=CC=C1)NC(=O)C2=NC=CN=C2)(O)O. Drug 1: CCCCCOC(=O)NC1=NC(=O)N(C=C1F)C2C(C(C(O2)C)O)O. Synergy scores: CSS=41.0, Synergy_ZIP=1.01, Synergy_Bliss=0.117, Synergy_Loewe=-66.1, Synergy_HSA=-0.751. (3) Drug 1: C1=CC(=CC=C1CC(C(=O)O)N)N(CCCl)CCCl.Cl. Drug 2: CCC1(C2=C(COC1=O)C(=O)N3CC4=CC5=C(C=CC(=C5CN(C)C)O)N=C4C3=C2)O.Cl. Cell line: CCRF-CEM. Synergy scores: CSS=85.2, Synergy_ZIP=2.12, Synergy_Bliss=1.88, Synergy_Loewe=-4.56, Synergy_HSA=2.56.